Dataset: Forward reaction prediction with 1.9M reactions from USPTO patents (1976-2016). Task: Predict the product of the given reaction. Given the reactants [CH3:1][C:2]1[CH:3]=[C:4]([C:17](=[O:20])[CH2:18][CH3:19])[CH:5]=[CH:6][C:7]=1[O:8]COCC[Si](C)(C)C.Cl, predict the reaction product. The product is: [OH:8][C:7]1[CH:6]=[CH:5][C:4]([C:17](=[O:20])[CH2:18][CH3:19])=[CH:3][C:2]=1[CH3:1].